Dataset: Forward reaction prediction with 1.9M reactions from USPTO patents (1976-2016). Task: Predict the product of the given reaction. (1) Given the reactants [NH2:1]C1N=C(C2C(Cl)=CC3COCC4C=3C=2C=CC=4)N=C(SCCC(O)=O)N=1.[Cl-].[NH4+].[NH2:30][C:31]1[N:36]=[C:35]([C:37]2[C:38]([Cl:50])=[CH:39][C:40]3[CH2:41][O:42][CH2:43][C:44]4[C:49]=3[C:48]=2[CH:47]=[CH:46][CH:45]=4)[N:34]=[C:33]([S:51][CH2:52][CH:53]([CH3:57])[C:54]([OH:56])=O)[N:32]=1, predict the reaction product. The product is: [NH2:30][C:31]1[N:36]=[C:35]([C:37]2[C:38]([Cl:50])=[CH:39][C:40]3[CH2:41][O:42][CH2:43][C:44]4[C:49]=3[C:48]=2[CH:47]=[CH:46][CH:45]=4)[N:34]=[C:33]([S:51][CH2:52][CH:53]([CH3:57])[C:54]([NH2:1])=[O:56])[N:32]=1. (2) The product is: [CH2:1]([O:3][C:4]([C:6]1[C:7]([N:29]2[CH2:30][CH2:31][C:26]([NH2:32])([CH2:25][C:24]3[CH:33]=[CH:34][C:21]([C:17]([CH3:20])([CH3:18])[CH3:19])=[CH:22][CH:23]=3)[CH2:27][CH2:28]2)=[C:8]2[CH:14]=[N:37][NH:12][C:9]2=[N:10][CH:11]=1)=[O:5])[CH3:2]. Given the reactants [CH2:1]([O:3][C:4]([C:6]1[C:7](Cl)=[C:8]2[CH:14]=C[NH:12][C:9]2=[N:10][CH:11]=1)=[O:5])[CH3:2].Cl.[C:17]([C:21]1[CH:34]=[CH:33][C:24]([CH2:25][C:26]2([NH2:32])[CH2:31][CH2:30][NH:29][CH2:28][CH2:27]2)=[CH:23][CH:22]=1)([CH3:20])([CH3:19])[CH3:18].C([N:37](CC)CC)C, predict the reaction product. (3) Given the reactants [Cl:1][C:2]1[CH:7]=[CH:6][C:5]([C:8]2[C:9]([O:17][CH2:18][C:19]([F:22])([F:21])[F:20])=[N:10][CH:11]=[C:12]([CH:16]=2)[C:13]([OH:15])=[O:14])=[CH:4][CH:3]=1.[Cl:23]C1C=C(B(O)O)C=CC=1Cl, predict the reaction product. The product is: [Cl:23][C:7]1[CH:6]=[C:5]([C:8]2[C:9]([O:17][CH2:18][C:19]([F:22])([F:20])[F:21])=[N:10][CH:11]=[C:12]([CH:16]=2)[C:13]([OH:15])=[O:14])[CH:4]=[CH:3][C:2]=1[Cl:1]. (4) Given the reactants C1(O[C:8](=[O:22])[NH:9][C:10]2[CH:15]=[C:14]([O:16][CH:17]([CH3:19])[CH3:18])[C:13]([C:20]#[N:21])=[CH:12][N:11]=2)C=CC=CC=1.C(C1C=CC(NC([N:34]2[CH2:40][CH2:39][CH2:38][CH2:37][C:36]3[CH:41]=[CH:42][C:43]([CH:45]([O:48]C)OC)=[N:44][C:35]2=3)=O)=NC=1)#N.[CH3:50][N:51]([CH:53]=[O:54])[CH3:52], predict the reaction product. The product is: [C:20]([C:13]1[C:14]([O:16][CH:17]([CH3:18])[CH3:19])=[CH:15][C:10]([NH:9][C:8]([N:34]2[C:35]3[C:36](=[CH:41][C:42]([CH2:50][N:51]4[CH2:52][CH2:52][N:51]([CH3:53])[CH2:50][C:53]4=[O:54])=[C:43]([CH:45]=[O:48])[N:44]=3)[CH2:37][CH2:38][C@@H:40]2[CH3:39])=[O:22])=[N:11][CH:12]=1)#[N:21]. (5) Given the reactants [CH2:1]([O:3][C:4]1[CH:13]=[C:12]([OH:14])[C:11]2[C:6](=[C:7](C)[C:8]([O:15][CH3:16])=[CH:9][CH:10]=2)[N:5]=1)[CH3:2].[Cl:18]C1C(OC)=CC=CC=1N, predict the reaction product. The product is: [Cl:18][C:7]1[C:8]([O:15][CH3:16])=[CH:9][CH:10]=[C:11]2[C:6]=1[N:5]=[C:4]([O:3][CH2:1][CH3:2])[CH:13]=[C:12]2[OH:14]. (6) Given the reactants [CH2:1]([O:8][C@H:9]1[C@H:13]([O:14][CH2:15][C:16]2[CH:21]=[CH:20][CH:19]=[CH:18][CH:17]=2)[C@@H:12]([CH2:22][C:23]([NH:25][CH3:26])=[O:24])[N:11](C(OC(C)(C)C)=O)[C@@H:10]1[CH2:34][O:35][CH2:36][C:37]1[CH:42]=[CH:41][CH:40]=[CH:39][CH:38]=1)[C:2]1[CH:7]=[CH:6][CH:5]=[CH:4][CH:3]=1.Cl, predict the reaction product. The product is: [CH2:15]([O:14][C@H:13]1[C@H:9]([O:8][CH2:1][C:2]2[CH:7]=[CH:6][CH:5]=[CH:4][CH:3]=2)[C@@H:10]([CH2:34][O:35][CH2:36][C:37]2[CH:42]=[CH:41][CH:40]=[CH:39][CH:38]=2)[NH:11][C@@H:12]1[CH2:22][C:23]([NH:25][CH3:26])=[O:24])[C:16]1[CH:21]=[CH:20][CH:19]=[CH:18][CH:17]=1. (7) Given the reactants [CH3:1][C:2]([CH3:22])([CH3:21])[CH2:3][C:4]1[CH:13]=[C:12]2[C:7]([CH2:8][CH2:9][CH:10]([N:15]3[CH2:20][CH2:19][CH2:18][CH2:17][CH2:16]3)[C:11]2=O)=[CH:6][CH:5]=1.Cl.NO.[N:26]1C=CC=CC=1, predict the reaction product. The product is: [CH3:1][C:2]([CH3:22])([CH3:21])[CH2:3][C:4]1[CH:13]=[C:12]2[C:7]([CH2:8][CH2:9][CH:10]([N:15]3[CH2:20][CH2:19][CH2:18][CH2:17][CH2:16]3)[CH:11]2[NH2:26])=[CH:6][CH:5]=1. (8) Given the reactants C([Li])CCC.CCCCCC.C(NC(C)C)(C)C.[C:19]([CH:21]1[CH2:26][CH2:25][N:24]([C:27]([O:29][C:30]([CH3:33])([CH3:32])[CH3:31])=[O:28])[CH2:23][CH2:22]1)#[N:20].[F:34][C:35]1[CH:42]=[CH:41][C:38]([CH2:39]Br)=[CH:37][CH:36]=1, predict the reaction product. The product is: [C:30]([O:29][C:27]([N:24]1[CH2:25][CH2:26][C:21]([C:19]#[N:20])([CH2:39][C:38]2[CH:41]=[CH:42][C:35]([F:34])=[CH:36][CH:37]=2)[CH2:22][CH2:23]1)=[O:28])([CH3:33])([CH3:32])[CH3:31]. (9) Given the reactants [NH:1]1[CH2:6][CH2:5][O:4][CH2:3][CH2:2]1.Cl[C:8]1[N:12]([CH3:13])[N:11]=[C:10]([CH2:14][CH3:15])[C:9]=1[CH:16]=[O:17], predict the reaction product. The product is: [CH2:14]([C:10]1[C:9]([CH:16]=[O:17])=[C:8]([N:1]2[CH2:6][CH2:5][O:4][CH2:3][CH2:2]2)[N:12]([CH3:13])[N:11]=1)[CH3:15]. (10) Given the reactants [NH2:1][C:2]1[CH:3]=[C:4]([C:12]([O:14]C)=[O:13])[CH:5]=[C:6]([CH:11]=1)[C:7]([O:9]C)=[O:8].C(N(CC)CC)C.[C:23](Cl)(=[O:39])[CH2:24][CH2:25][CH2:26][CH2:27][CH2:28][CH2:29][CH2:30][CH2:31][CH2:32][CH2:33][CH2:34][CH2:35][CH2:36][CH2:37][CH3:38].[OH-].[K+].Cl, predict the reaction product. The product is: [C:23]([NH:1][C:2]1[CH:3]=[C:4]([C:12]([OH:14])=[O:13])[CH:5]=[C:6]([CH:11]=1)[C:7]([OH:9])=[O:8])(=[O:39])[CH2:24][CH2:25][CH2:26][CH2:27][CH2:28][CH2:29][CH2:30][CH2:31][CH2:32][CH2:33][CH2:34][CH2:35][CH2:36][CH2:37][CH3:38].